This data is from NCI-60 drug combinations with 297,098 pairs across 59 cell lines. The task is: Regression. Given two drug SMILES strings and cell line genomic features, predict the synergy score measuring deviation from expected non-interaction effect. (1) Drug 1: C(=O)(N)NO. Drug 2: C#CCC(CC1=CN=C2C(=N1)C(=NC(=N2)N)N)C3=CC=C(C=C3)C(=O)NC(CCC(=O)O)C(=O)O. Cell line: MCF7. Synergy scores: CSS=1.62, Synergy_ZIP=0.786, Synergy_Bliss=1.49, Synergy_Loewe=0.901, Synergy_HSA=0.117. (2) Drug 1: CC1OCC2C(O1)C(C(C(O2)OC3C4COC(=O)C4C(C5=CC6=C(C=C35)OCO6)C7=CC(=C(C(=C7)OC)O)OC)O)O. Drug 2: C1CN(CCN1C(=O)CCBr)C(=O)CCBr. Cell line: NCI-H522. Synergy scores: CSS=34.4, Synergy_ZIP=-8.94, Synergy_Bliss=-3.39, Synergy_Loewe=1.34, Synergy_HSA=2.37. (3) Drug 1: CCC1(CC2CC(C3=C(CCN(C2)C1)C4=CC=CC=C4N3)(C5=C(C=C6C(=C5)C78CCN9C7C(C=CC9)(C(C(C8N6C)(C(=O)OC)O)OC(=O)C)CC)OC)C(=O)OC)O.OS(=O)(=O)O. Drug 2: CN(CCCl)CCCl.Cl. Cell line: MALME-3M. Synergy scores: CSS=3.46, Synergy_ZIP=-3.02, Synergy_Bliss=-0.0905, Synergy_Loewe=0.944, Synergy_HSA=-0.422. (4) Drug 1: C1=NC2=C(N1)C(=S)N=CN2. Drug 2: C1C(C(OC1N2C=NC3=C2NC=NCC3O)CO)O. Cell line: OVCAR-5. Synergy scores: CSS=33.3, Synergy_ZIP=-10.5, Synergy_Bliss=-3.57, Synergy_Loewe=-13.3, Synergy_HSA=-2.67. (5) Drug 1: CCN(CC)CCNC(=O)C1=C(NC(=C1C)C=C2C3=C(C=CC(=C3)F)NC2=O)C. Drug 2: C(CC(=O)O)C(=O)CN.Cl. Cell line: OVCAR-8. Synergy scores: CSS=-1.99, Synergy_ZIP=2.02, Synergy_Bliss=4.37, Synergy_Loewe=-0.613, Synergy_HSA=-0.00681. (6) Drug 1: C1=CN(C(=O)N=C1N)C2C(C(C(O2)CO)O)O.Cl. Drug 2: CN(CCCl)CCCl.Cl. Cell line: CAKI-1. Synergy scores: CSS=30.9, Synergy_ZIP=-9.42, Synergy_Bliss=-5.83, Synergy_Loewe=-2.71, Synergy_HSA=-0.103.